From a dataset of Peptide-MHC class I binding affinity with 185,985 pairs from IEDB/IMGT. Regression. Given a peptide amino acid sequence and an MHC pseudo amino acid sequence, predict their binding affinity value. This is MHC class I binding data. The MHC is HLA-B46:01 with pseudo-sequence HLA-B46:01. The peptide sequence is TVYGLGADV. The binding affinity (normalized) is 0.0847.